Dataset: Catalyst prediction with 721,799 reactions and 888 catalyst types from USPTO. Task: Predict which catalyst facilitates the given reaction. (1) Reactant: Cl.[CH3:2][C:3]1([CH3:22])[C:7]([CH3:9])([CH3:8])[O:6][B:5]([C:10]2[CH:11]=[N:12][N:13]([C:15]3([CH2:19][C:20]#[N:21])[CH2:18][NH:17][CH2:16]3)[CH:14]=2)[O:4]1.Cl[C:24]1[N:25]=[CH:26][C:27]([C:30]([O:32][CH3:33])=[O:31])=[N:28][CH:29]=1.C(=O)([O-])[O-].[Cs+].[Cs+].C1(P(C2C=CC=CC=2)C2C=CC3C(=CC=CC=3)C=2C2C3C(=CC=CC=3)C=CC=2P(C2C=CC=CC=2)C2C=CC=CC=2)C=CC=CC=1. Product: [C:20]([CH2:19][C:15]1([N:13]2[CH:14]=[C:10]([B:5]3[O:6][C:7]([CH3:8])([CH3:9])[C:3]([CH3:22])([CH3:2])[O:4]3)[CH:11]=[N:12]2)[CH2:16][N:17]([C:24]2[N:25]=[CH:26][C:27]([C:30]([O:32][CH3:33])=[O:31])=[N:28][CH:29]=2)[CH2:18]1)#[N:21]. The catalyst class is: 164. (2) Reactant: [Br:1][C:2]1[N:7]=[C:6]([C:8]([CH3:12])([CH3:11])[C:9]#[N:10])[CH:5]=[CH:4][CH:3]=1.OO.C(=O)([O-])[O-:16].[K+].[K+]. Product: [Br:1][C:2]1[N:7]=[C:6]([C:8]([CH3:12])([CH3:11])[C:9]([NH2:10])=[O:16])[CH:5]=[CH:4][CH:3]=1. The catalyst class is: 16. (3) Reactant: [NH2:1][S:2]([N:5]([CH2:13][CH:14]1[CH2:19][CH2:18][CH:17]([C:20]([O:22]CC)=O)[CH2:16][CH2:15]1)[CH2:6][C:7]1C=CC=CC=1)(=[O:4])=[O:3].[Si:25](OCC1CCC(CNCC)CC1)([C:28]([CH3:31])([CH3:30])[CH3:29])([CH3:27])[CH3:26].S(N)(N)(=O)=O. Product: [Si:25]([O:22][CH2:20][CH:17]1[CH2:16][CH2:15][CH:14]([CH2:13][N:5]([CH2:6][CH3:7])[S:2]([NH2:1])(=[O:3])=[O:4])[CH2:19][CH2:18]1)([C:28]([CH3:31])([CH3:30])[CH3:29])([CH3:27])[CH3:26]. The catalyst class is: 57.